This data is from Reaction yield outcomes from USPTO patents with 853,638 reactions. The task is: Predict the reaction yield, written as a fraction of the theoretical maximum amount of product (1.0 means a 100% yield; for example, 0.34 means a 34% yield). The reactants are [CH:1]1(P([CH:1]2[CH2:6][CH2:5][CH2:4][CH2:3][CH2:2]2)C2C=CC=CC=2C2C(OC)=CC=CC=2OC)[CH2:6][CH2:5][CH2:4][CH2:3][CH2:2]1.[CH2:30]([O:37][C:38]1[CH:39]=[CH:40][C:41]2[C:42]3[N:50]=[C:49](Br)[CH:48]=[C:47]([C:52]([O:54][CH3:55])=[O:53])[C:43]=3[NH:44][C:45]=2[CH:46]=1)[C:31]1[CH:36]=[CH:35][CH:34]=[CH:33][CH:32]=1.C1(B(O)O)C=CC=CC=1.[O-]P([O-])([O-])=O.[K+].[K+].[K+]. The catalyst is CC([O-])=O.CC([O-])=O.[Pd+2]. The product is [CH2:30]([O:37][C:38]1[CH:39]=[CH:40][C:41]2[C:42]3[N:50]=[C:49]([C:1]4[CH:6]=[CH:5][CH:4]=[CH:3][CH:2]=4)[CH:48]=[C:47]([C:52]([O:54][CH3:55])=[O:53])[C:43]=3[NH:44][C:45]=2[CH:46]=1)[C:31]1[CH:36]=[CH:35][CH:34]=[CH:33][CH:32]=1. The yield is 0.520.